Dataset: Forward reaction prediction with 1.9M reactions from USPTO patents (1976-2016). Task: Predict the product of the given reaction. (1) Given the reactants [H-].[Na+].[Cl:3][C:4]1[CH:5]=[N:6][N:7]([CH2:9][C:10]#[N:11])[CH:8]=1.Br[CH2:13][CH2:14]Br.[Cl-].[NH4+], predict the reaction product. The product is: [Cl:3][C:4]1[CH:5]=[N:6][N:7]([C:9]2([C:10]#[N:11])[CH2:14][CH2:13]2)[CH:8]=1. (2) Given the reactants [CH2:1]([O:3][C:4](=[O:33])[CH2:5][O:6][C:7]1[CH:12]=[CH:11][C:10]([S:13][C:14]2[CH:19]=[C:18]([O:20][C:21]3[CH:26]=[CH:25][CH:24]=[C:23]([C:27]([F:30])([F:29])[F:28])[CH:22]=3)[CH:17]=[C:16](Br)[CH:15]=2)=[CH:9][C:8]=1[CH3:32])[CH3:2].[CH2:34]([N:37]1[CH2:42][CH2:41][O:40][CH2:39][CH2:38]1)[C:35]#[CH:36].C(OC(=O)COC1C=CC(SC2C=C(C#CC3C=CC(CO)=CC=3)C=C(OCCC3C=CC(Cl)=CC=3)C=2)=CC=1C)C, predict the reaction product. The product is: [CH2:1]([O:3][C:4](=[O:33])[CH2:5][O:6][C:7]1[CH:12]=[CH:11][C:10]([S:13][C:14]2[CH:19]=[C:18]([O:20][C:21]3[CH:26]=[CH:25][CH:24]=[C:23]([C:27]([F:30])([F:29])[F:28])[CH:22]=3)[CH:17]=[C:16]([C:36]#[C:35][CH2:34][N:37]3[CH2:42][CH2:41][O:40][CH2:39][CH2:38]3)[CH:15]=2)=[CH:9][C:8]=1[CH3:32])[CH3:2].